This data is from NCI-60 drug combinations with 297,098 pairs across 59 cell lines. The task is: Regression. Given two drug SMILES strings and cell line genomic features, predict the synergy score measuring deviation from expected non-interaction effect. (1) Drug 1: CC1C(C(=O)NC(C(=O)N2CCCC2C(=O)N(CC(=O)N(C(C(=O)O1)C(C)C)C)C)C(C)C)NC(=O)C3=C4C(=C(C=C3)C)OC5=C(C(=O)C(=C(C5=N4)C(=O)NC6C(OC(=O)C(N(C(=O)CN(C(=O)C7CCCN7C(=O)C(NC6=O)C(C)C)C)C)C(C)C)C)N)C. Drug 2: C(=O)(N)NO. Cell line: MDA-MB-231. Synergy scores: CSS=11.2, Synergy_ZIP=-5.58, Synergy_Bliss=-2.65, Synergy_Loewe=-2.94, Synergy_HSA=-2.65. (2) Drug 1: COC1=C2C(=CC3=C1OC=C3)C=CC(=O)O2. Drug 2: C(CN)CNCCSP(=O)(O)O. Cell line: SK-MEL-2. Synergy scores: CSS=7.97, Synergy_ZIP=3.83, Synergy_Bliss=7.67, Synergy_Loewe=-0.664, Synergy_HSA=1.91. (3) Drug 1: CNC(=O)C1=CC=CC=C1SC2=CC3=C(C=C2)C(=NN3)C=CC4=CC=CC=N4. Drug 2: C1=NNC2=C1C(=O)NC=N2. Cell line: MDA-MB-435. Synergy scores: CSS=5.93, Synergy_ZIP=0.698, Synergy_Bliss=7.32, Synergy_Loewe=1.33, Synergy_HSA=4.71. (4) Drug 1: CC1=C2C(C(=O)C3(C(CC4C(C3C(C(C2(C)C)(CC1OC(=O)C(C(C5=CC=CC=C5)NC(=O)C6=CC=CC=C6)O)O)OC(=O)C7=CC=CC=C7)(CO4)OC(=O)C)O)C)OC(=O)C. Drug 2: C1=CC=C(C=C1)NC(=O)CCCCCCC(=O)NO. Cell line: SK-OV-3. Synergy scores: CSS=58.2, Synergy_ZIP=3.83, Synergy_Bliss=4.46, Synergy_Loewe=4.67, Synergy_HSA=7.14. (5) Drug 1: CCCCC(=O)OCC(=O)C1(CC(C2=C(C1)C(=C3C(=C2O)C(=O)C4=C(C3=O)C=CC=C4OC)O)OC5CC(C(C(O5)C)O)NC(=O)C(F)(F)F)O. Drug 2: C1=CN(C=N1)CC(O)(P(=O)(O)O)P(=O)(O)O. Cell line: A498. Synergy scores: CSS=1.77, Synergy_ZIP=-1.86, Synergy_Bliss=-3.15, Synergy_Loewe=-2.39, Synergy_HSA=-1.72. (6) Drug 2: C1=CC=C(C(=C1)C(C2=CC=C(C=C2)Cl)C(Cl)Cl)Cl. Cell line: ACHN. Drug 1: CN1C(=O)N2C=NC(=C2N=N1)C(=O)N. Synergy scores: CSS=-5.58, Synergy_ZIP=2.57, Synergy_Bliss=1.70, Synergy_Loewe=-5.62, Synergy_HSA=-6.38. (7) Synergy scores: CSS=-2.50, Synergy_ZIP=5.64, Synergy_Bliss=4.09, Synergy_Loewe=-4.41, Synergy_HSA=-4.15. Cell line: T-47D. Drug 1: CN1C(=O)N2C=NC(=C2N=N1)C(=O)N. Drug 2: CS(=O)(=O)OCCCCOS(=O)(=O)C. (8) Drug 1: CC12CCC(CC1=CCC3C2CCC4(C3CC=C4C5=CN=CC=C5)C)O. Drug 2: N.N.Cl[Pt+2]Cl. Cell line: NCI-H322M. Synergy scores: CSS=0.923, Synergy_ZIP=1.21, Synergy_Bliss=2.25, Synergy_Loewe=0.559, Synergy_HSA=0.549. (9) Drug 1: CN(C)C1=NC(=NC(=N1)N(C)C)N(C)C. Drug 2: CCC1=C2CN3C(=CC4=C(C3=O)COC(=O)C4(CC)O)C2=NC5=C1C=C(C=C5)O. Cell line: HL-60(TB). Synergy scores: CSS=72.4, Synergy_ZIP=14.7, Synergy_Bliss=14.3, Synergy_Loewe=-36.7, Synergy_HSA=12.5.